This data is from Catalyst prediction with 721,799 reactions and 888 catalyst types from USPTO. The task is: Predict which catalyst facilitates the given reaction. (1) Reactant: [Br:1][C:2]1[CH:3]=[C:4]([C:8]2[NH:13][C:12](=[S:14])[N:11]3[N:15]=[CH:16][CH:17]=[C:10]3[CH:9]=2)[CH:5]=[CH:6][CH:7]=1.[CH3:18]I.Cl. Product: [Br:1][C:2]1[CH:3]=[C:4]([C:8]2[N:13]=[C:12]([S:14][CH3:18])[N:11]3[N:15]=[CH:16][CH:17]=[C:10]3[CH:9]=2)[CH:5]=[CH:6][CH:7]=1. The catalyst class is: 562. (2) Reactant: [S:1]1[CH:5]=[CH:4][C:3]([NH:6]C2C=CC(C([O-])=O)=C(C)C=2C)=[CH:2]1.O=[C:19]([C:25]1[CH:30]=[CH:29][CH:28]=[CH:27][N:26]=1)[CH2:20][C:21]([O:23]C)=O.Cl.O1CCOCC1. Product: [N:26]1[CH:27]=[CH:28][CH:29]=[CH:30][C:25]=1[C:19]1[N:6]=[C:3]2[CH:4]=[CH:5][S:1][C:2]2=[C:21]([OH:23])[CH:20]=1. The catalyst class is: 11. (3) Reactant: [NH2:1][C@H:2]1[CH2:6][CH2:5][N:4]([C@H:7]2[CH2:12][CH2:11][C@@H:10]([N:13]([CH:15]([CH3:17])[CH3:16])[CH3:14])[CH2:9][C@H:8]2[CH:18]([OH:21])[CH2:19][CH3:20])[C:3]1=[O:22].C(N(CC)CC)C.[F:30][C:31]([F:42])([F:41])[C:32]1[CH:33]=[C:34]([CH:38]=[CH:39][CH:40]=1)[C:35]([OH:37])=[O:36].CN(C(ON1N=NC2C=CC=CC1=2)=[N+](C)C)C.[B-](F)(F)(F)F. Product: [OH:21][CH:18]([C@@H:8]1[CH2:9][C@H:10]([N:13]([CH:15]([CH3:16])[CH3:17])[CH3:14])[CH2:11][CH2:12][C@@H:7]1[N:4]1[CH2:5][CH2:6][CH:2]([NH:1][C:35](=[O:36])[C:34]2[CH:38]=[CH:39][CH:40]=[C:32]([C:31]([F:30])([F:41])[F:42])[CH:33]=2)[C:3]1=[O:22])[CH2:19][CH3:20].[OH:21][C@@H:18]([C@@H:8]1[CH2:9][C@H:10]([N:13]([CH:15]([CH3:17])[CH3:16])[CH3:14])[CH2:11][CH2:12][C@@H:7]1[N:4]1[CH2:5][CH2:6][CH:2]([NH:1][C:35](=[O:37])[C:34]2[CH:38]=[CH:39][CH:40]=[C:32]([C:31]([F:30])([F:42])[F:41])[CH:33]=2)[C:3]1=[O:22])[CH2:19][CH3:20]. The catalyst class is: 210. (4) Reactant: [CH3:1][C:2]1[CH:7]=[C:6]([CH3:8])[CH:5]=[C:4]([CH3:9])[C:3]=1[OH:10].[Cl:11][C:12](Cl)([O:14]C(=O)OC(Cl)(Cl)Cl)Cl.N1C=CC=CC=1. Product: [Cl:11][C:12]([O:10][C:3]1[C:4]([CH3:9])=[CH:5][C:6]([CH3:8])=[CH:7][C:2]=1[CH3:1])=[O:14]. The catalyst class is: 2.